From a dataset of Reaction yield outcomes from USPTO patents with 853,638 reactions. Predict the reaction yield, written as a fraction of the theoretical maximum amount of product (1.0 means a 100% yield; for example, 0.34 means a 34% yield). (1) The product is [Cl:4][C:5]1[CH:10]=[CH:9][C:8]([C@@H:11]2[N:17]([C@@H:18]([C:20]3[CH:25]=[CH:24][C:23]([Cl:26])=[CH:22][CH:21]=3)[CH3:19])[C:16](=[O:27])[C:15]3[CH:28]=[C:29]([C:1]#[C:2][CH3:3])[CH:30]=[CH:31][C:14]=3[NH:13][C:12]2=[O:33])=[CH:7][CH:6]=1. The catalyst is [Cu](I)I.Cl[Pd](Cl)([P](C1C=CC=CC=1)(C1C=CC=CC=1)C1C=CC=CC=1)[P](C1C=CC=CC=1)(C1C=CC=CC=1)C1C=CC=CC=1.C(#N)C. The reactants are [CH:1]#[C:2][CH3:3].[Cl:4][C:5]1[CH:10]=[CH:9][C:8]([C@@H:11]2[N:17]([C@@H:18]([C:20]3[CH:25]=[CH:24][C:23]([Cl:26])=[CH:22][CH:21]=3)[CH3:19])[C:16](=[O:27])[C:15]3[CH:28]=[C:29](I)[CH:30]=[CH:31][C:14]=3[NH:13][C:12]2=[O:33])=[CH:7][CH:6]=1.C(N(CC)CC)C. The yield is 0.890. (2) The reactants are Cl[C:2]1[N:3]=[C:4]([N:14]2CCOCC2)[C:5]2[S:10][C:9]([CH2:11][NH:12][CH3:13])=[CH:8][C:6]=2[N:7]=1.C([O:23][CH2:24][C:25](Cl)=[O:26])(=O)C.CC1(C)C(C)(C)OB([C:36]2[CH:44]=[CH:43][CH:42]=[C:41]3[C:37]=2[CH:38]=[N:39][NH:40]3)O1.[Li+].[OH-].[CH2:48]1[CH2:52][O:51][CH2:50][CH2:49]1. The catalyst is CO. The product is [NH:40]1[C:41]2[C:37](=[C:36]([C:2]3[N:3]=[C:4]([N:14]4[CH2:48][CH2:52][O:51][CH2:50][CH2:49]4)[C:5]4[S:10][C:9]([CH2:11][N:12]([CH3:13])[C:24](=[O:23])[CH2:25][OH:26])=[CH:8][C:6]=4[N:7]=3)[CH:44]=[CH:43][CH:42]=2)[CH:38]=[N:39]1. The yield is 0.240. (3) The yield is 0.490. The reactants are [F:1][C:2]1[CH:7]=[C:6]([F:8])[CH:5]=[CH:4][C:3]=1[N:9]1[C:17](=[O:18])[C:16]2[C@H:15]3[C:19]([CH3:21])([CH3:20])[C@:12]([CH3:22])([CH2:13][CH2:14]3)[C:11]=2[NH:10]1.Br[CH2:24][C:25]1[CH:34]=[CH:33][C:28]([C:29]([O:31][CH3:32])=[O:30])=[CH:27][CH:26]=1.ClCCl. The catalyst is [I-].C([N+](CCCC)(CCCC)CCCC)CCC.CN(C)C=O. The product is [CH3:32][O:31][C:29](=[O:30])[C:28]1[CH:33]=[CH:34][C:25]([CH2:24][N:10]2[C:11]3[C@:12]4([CH3:22])[C:19]([CH3:21])([CH3:20])[C@@H:15]([CH2:14][CH2:13]4)[C:16]=3[C:17](=[O:18])[N:9]2[C:3]2[CH:4]=[CH:5][C:6]([F:8])=[CH:7][C:2]=2[F:1])=[CH:26][CH:27]=1. (4) The reactants are [F:1][C:2]1[CH:7]=[CH:6][C:5]([C@H:8]2[CH2:13][N:12]([CH2:14][C:15]3[CH:20]=[CH:19][CH:18]=[CH:17][CH:16]=3)[C:11](=O)[CH2:10][O:9]2)=[CH:4][CH:3]=1.[H-].COCCO[Al+]OCCOC.[Na+].[H-].N1CCOCC1=O. The catalyst is O1CCCC1. The product is [F:1][C:2]1[CH:3]=[CH:4][C:5]([C@@H:8]2[O:9][CH2:10][CH2:11][N:12]([CH2:14][C:15]3[CH:16]=[CH:17][CH:18]=[CH:19][CH:20]=3)[CH2:13]2)=[CH:6][CH:7]=1. The yield is 0.920. (5) The reactants are [CH2:1]([O:8][C:9]([NH:11][C@H:12]1[CH2:17][CH2:16][CH2:15][NH:14][C@H:13]1[C:18]1[CH:23]=[CH:22][CH:21]=[CH:20][CH:19]=1)=[O:10])[C:2]1[CH:7]=[CH:6][CH:5]=[CH:4][CH:3]=1.C(N(C(C)C)CC)(C)C.[C:33](O[C:33]([O:35][C:36]([CH3:39])([CH3:38])[CH3:37])=[O:34])([O:35][C:36]([CH3:39])([CH3:38])[CH3:37])=[O:34]. The catalyst is C(Cl)Cl. The product is [CH2:1]([O:8][C:9]([NH:11][C@H:12]1[CH2:17][CH2:16][CH2:15][N:14]([C:33]([O:35][C:36]([CH3:39])([CH3:38])[CH3:37])=[O:34])[C@H:13]1[C:18]1[CH:23]=[CH:22][CH:21]=[CH:20][CH:19]=1)=[O:10])[C:2]1[CH:3]=[CH:4][CH:5]=[CH:6][CH:7]=1. The yield is 0.900. (6) The reactants are [Cl:1][C:2]1[CH:7]=[CH:6][C:5]([C:8]2[O:16][C:15]3[CH:14]=[CH:13][N:12]([C:17]4[CH:18]=[C:19]5[C:23](=[CH:24][CH:25]=4)[N:22]([CH2:26][CH2:27][N:28]4[CH2:32][CH2:31][CH2:30][CH2:29]4)[N:21]=[CH:20]5)[C:11](=[O:33])[C:10]=3[CH:9]=2)=[CH:4][CH:3]=1.Cl.C(OCC)C. No catalyst specified. The product is [ClH:1].[Cl:1][C:2]1[CH:3]=[CH:4][C:5]([C:8]2[O:16][C:15]3[CH:14]=[CH:13][N:12]([C:17]4[CH:18]=[C:19]5[C:23](=[CH:24][CH:25]=4)[N:22]([CH2:26][CH2:27][N:28]4[CH2:29][CH2:30][CH2:31][CH2:32]4)[N:21]=[CH:20]5)[C:11](=[O:33])[C:10]=3[CH:9]=2)=[CH:6][CH:7]=1. The yield is 0.910. (7) The reactants are C(O[C:4](=[O:15])[CH:5](P(OCC)(OCC)=O)[CH3:6])C.C([Li])CCC.[CH:21]1([NH:26][C:27]2[C:32]([CH:33]=O)=[CH:31][N:30]=[C:29]([S:35][CH3:36])[N:28]=2)[CH2:25][CH2:24][CH2:23][CH2:22]1.C(O)(=O)CC(CC(O)=O)(C(O)=O)O. The catalyst is O1CCCC1. The product is [CH:21]1([N:26]2[C:27]3[N:28]=[C:29]([S:35][CH3:36])[N:30]=[CH:31][C:32]=3[CH:33]=[C:5]([CH3:6])[C:4]2=[O:15])[CH2:22][CH2:23][CH2:24][CH2:25]1. The yield is 0.313.